From a dataset of Forward reaction prediction with 1.9M reactions from USPTO patents (1976-2016). Predict the product of the given reaction. Given the reactants [NH:1]1[C:9]2[C:4](=[CH:5][C:6]([C:10]3[N:15]=[C:14]([CH2:16][OH:17])[CH:13]=[C:12]([N:18]4[CH2:23][CH2:22][O:21][CH2:20][C@@H:19]4[CH3:24])[N:11]=3)=[CH:7][CH:8]=2)[CH:3]=[CH:2]1.[CH3:25][S:26](Cl)(=[O:28])=[O:27].C(N(CC)CC)C, predict the reaction product. The product is: [CH3:24][C@H:19]1[CH2:20][O:21][CH2:22][CH2:23][N:18]1[C:12]1[CH:13]=[C:14]([CH2:16][O:17][S:26]([CH3:25])(=[O:28])=[O:27])[N:15]=[C:10]([C:6]2[CH:5]=[C:4]3[C:9](=[CH:8][CH:7]=2)[NH:1][CH:2]=[CH:3]3)[N:11]=1.